From a dataset of Full USPTO retrosynthesis dataset with 1.9M reactions from patents (1976-2016). Predict the reactants needed to synthesize the given product. Given the product [Br:2][C:3]1[CH:4]=[CH:5][C:6]([C:9]([NH:45][CH:46]2[CH2:51][CH2:50][N:49]([CH3:52])[CH2:48][CH2:47]2)=[O:11])=[N:7][CH:8]=1, predict the reactants needed to synthesize it. The reactants are: [Li+].[Br:2][C:3]1[CH:4]=[CH:5][C:6]([C:9]([O-:11])=O)=[N:7][CH:8]=1.CN(C(ON1N=NC2C=CC=CC1=2)=[N+](C)C)C.F[P-](F)(F)(F)(F)F.CCN(C(C)C)C(C)C.[NH2:45][CH:46]1[CH2:51][CH2:50][N:49]([CH3:52])[CH2:48][CH2:47]1.